This data is from Forward reaction prediction with 1.9M reactions from USPTO patents (1976-2016). The task is: Predict the product of the given reaction. The product is: [Cl:1][C:2]1[N:7]=[C:6]([C:8]2[S:12][C:11]([N:13]3[CH2:14][CH2:15][O:16][CH2:17][CH2:18]3)=[N:10][C:9]=2[C:19]2[C:20]([F:26])=[C:21]([NH:22][S:30]([CH:27]3[CH2:29][CH2:28]3)(=[O:32])=[O:31])[CH:23]=[CH:24][CH:25]=2)[CH:5]=[CH:4][N:3]=1. Given the reactants [Cl:1][C:2]1[N:7]=[C:6]([C:8]2[S:12][C:11]([N:13]3[CH2:18][CH2:17][O:16][CH2:15][CH2:14]3)=[N:10][C:9]=2[C:19]2[C:20]([F:26])=[C:21]([CH:23]=[CH:24][CH:25]=2)[NH2:22])[CH:5]=[CH:4][N:3]=1.[CH:27]1([S:30](Cl)(=[O:32])=[O:31])[CH2:29][CH2:28]1, predict the reaction product.